Binary Classification. Given a miRNA mature sequence and a target amino acid sequence, predict their likelihood of interaction. From a dataset of Experimentally validated miRNA-target interactions with 360,000+ pairs, plus equal number of negative samples. (1) The miRNA is dme-miR-2b-3p with sequence UAUCACAGCCAGCUUUGAGGAGC. The protein sequence of the target gene is MESPFSPVLPHGPDEDWESTLFAELGYFTDTDDVHFDAAHEAYENNFDHLNFDLDLMPWESDLWSPGSHFCSDMKAEPQPLSPASSSCSISSPRSTDSCSSTQHVPEELDLLSSSQSPLSLYGDSCNSPSSVEPLKEEKPVTGPGNKTEHGLTPKKKIQMSSKPSVQPKPLLLPAAPKTQTNASVPAKAIIIQTLPALMPLAKQQSIISIQPAPTKGQTVLLSQPTVVQLQSPAVLSSAQPVLAVTGGAAQLPNHVVNVLPAPVVSSPVNGKLSVTKPVLQSATRSMGSDIAVLRRQQRM.... Result: 0 (no interaction). (2) The miRNA is hsa-miR-642a-5p with sequence GUCCCUCUCCAAAUGUGUCUUG. Result: 0 (no interaction). The protein sequence of the target gene is MASVTDGKTGVKDASDQNFDYMFKLLIIGNSSVGKTSFLFRYADDTFTPAFVSTVGIDFKVKTVYRHEKRVKLQIWDTAGQERYRTITTAYYRGAMGFILMYDITNEESFNAVQDWATQIKTYSWDNAQVILVGNKCDMEEERVVPTEKGQLLAEQLGFDFFEASAKENISVRQAFERLVDAICDKMSDSLDTDPSMLGSSKNTRLSDTPPLLQQNCSC. (3) The miRNA is hsa-miR-6762-5p with sequence CGGGGCCAUGGAGCAGCCUGUGU. Result: 0 (no interaction). The protein sequence of the target gene is MGEQNHSPGKELQHRTRAEAPGKKSWHSQAYALGAVSNFMSTFLTFPIYKVVFRQQIHAMAVSEAVRQLWHEGPQYFYRGIYPPLLSKTLQGTLLFGTYDSLLCFLSPVGPHTLGHRWAAGLMSGVVEAVALSPFERVQNVLQDGRKQARFPSTFSILKEFNSYGLWGRLSLGYYRGFWPVLARNSLGSALYFSFKDPIQDGLAEQGLPHWVPALVSGSVNGTITCLVLYPLIVLVANMQSHIGWQNMPSLWASAQDVWNTRGRKLLLIYRGGSLVILRSSVTWGLTTAIHDFLQRKSHS....